This data is from Reaction yield outcomes from USPTO patents with 853,638 reactions. The task is: Predict the reaction yield, written as a fraction of the theoretical maximum amount of product (1.0 means a 100% yield; for example, 0.34 means a 34% yield). The reactants are CC([O-])(C)C.[K+].[I:7][C:8]1[CH:13]=[N:12][NH:11][C:10](=[O:14])[CH:9]=1.CS(O[C@H:20]([C:30]1[CH:35]=[CH:34][C:33]([Cl:36])=[C:32]([F:37])[CH:31]=1)[CH2:21][O:22][Si:23]([C:26]([CH3:29])([CH3:28])[CH3:27])([CH3:25])[CH3:24])(=O)=O. The catalyst is C1COCC1.[I-].C([N+](CCCC)(CCCC)CCCC)CCC. The product is [Si:23]([O:22][CH2:21][C@@H:20]([N:11]1[C:10](=[O:14])[CH:9]=[C:8]([I:7])[CH:13]=[N:12]1)[C:30]1[CH:35]=[CH:34][C:33]([Cl:36])=[C:32]([F:37])[CH:31]=1)([C:26]([CH3:28])([CH3:29])[CH3:27])([CH3:25])[CH3:24]. The yield is 0.630.